This data is from Full USPTO retrosynthesis dataset with 1.9M reactions from patents (1976-2016). The task is: Predict the reactants needed to synthesize the given product. Given the product [CH3:33][N:34]([CH3:35])[C:7]1[N:6]=[C:5]([NH:20][CH2:19][C:18]2[CH:21]=[CH:22][C:15]([NH:14][C:28](=[O:29])[C:27]3[CH:31]=[CH:32][C:24]([F:23])=[CH:25][CH:26]=3)=[CH:16][CH:17]=2)[C:4]2[C:9](=[CH:10][CH:11]=[C:2]([CH3:1])[CH:3]=2)[N:8]=1, predict the reactants needed to synthesize it. The reactants are: [CH3:1][C:2]1[CH:3]=[C:4]2[C:9](=[CH:10][CH:11]=1)[N:8]=[C:7](Cl)[N:6]=[C:5]2Cl.[NH2:14][C:15]1[CH:22]=[CH:21][C:18]([CH2:19][NH2:20])=[CH:17][CH:16]=1.[F:23][C:24]1[CH:32]=[CH:31][C:27]([C:28](Cl)=[O:29])=[CH:26][CH:25]=1.[CH3:33][NH:34][CH3:35].